This data is from Reaction yield outcomes from USPTO patents with 853,638 reactions. The task is: Predict the reaction yield, written as a fraction of the theoretical maximum amount of product (1.0 means a 100% yield; for example, 0.34 means a 34% yield). (1) The reactants are [CH3:1][C:2]1[S:3][C:4]([C:10]2[CH:11]=[C:12]([CH3:16])[CH:13]=[CH:14][CH:15]=2)=[C:5]([C:7]([OH:9])=O)[N:6]=1.[F:17][C:18]1([F:38])[CH2:25][C@H:24]2[C@H:20]([CH2:21][NH:22][C@@H:23]2[CH2:26][N:27]2[C:35](=[O:36])[C:34]3[C:29](=[CH:30][CH:31]=[CH:32][CH:33]=3)[C:28]2=[O:37])[CH2:19]1.CCN(C(C)C)C(C)C. The product is [CH3:1][C:2]1[S:3][C:4]([C:10]2[CH:11]=[C:12]([CH3:16])[CH:13]=[CH:14][CH:15]=2)=[C:5]([C:7]([N:22]2[CH2:21][C@H:20]3[C@H:24]([CH2:25][C:18]([F:17])([F:38])[CH2:19]3)[C@H:23]2[CH2:26][N:27]2[C:28](=[O:37])[C:29]3[C:34](=[CH:33][CH:32]=[CH:31][CH:30]=3)[C:35]2=[O:36])=[O:9])[N:6]=1. The yield is 0.280. The catalyst is CN(C=O)C. (2) The reactants are [Cl:1][C:2]1[N:7]=[CH:6][C:5]([OH:8])=[CH:4][N:3]=1.Cl[C:10]([F:15])([F:14])C([O-])=O.[Na+]. The catalyst is CN(C)C=O.O. The product is [Cl:1][C:2]1[N:7]=[CH:6][C:5]([O:8][CH:10]([F:15])[F:14])=[CH:4][N:3]=1. The yield is 0.397. (3) The reactants are C(N(CC)CC)C.[CH:8]([C:10]1[C:18]2[C:13](=[CH:14][CH:15]=[CH:16][CH:17]=2)[N:12](C(OC(C)(C)C)=O)[CH:11]=1)=[O:9].[CH3:26][O:27][C:28]1[CH:29]=[C:30]([N:34]=[CH:35][C:36]2[CH:37]=[CH:38][C:39]([NH:42][CH3:43])=[N:40][CH:41]=2)[CH:31]=[CH:32][CH:33]=1. The catalyst is [Cl-].C([N+]1C(C)=C(CCO)SC=1)C1C=CC=CC=1.C(O)C. The product is [NH:12]1[C:13]2[C:18](=[CH:17][CH:16]=[CH:15][CH:14]=2)[C:10]([C:8](=[O:9])[CH:35]([NH:34][C:30]2[CH:31]=[CH:32][CH:33]=[C:28]([O:27][CH3:26])[CH:29]=2)[C:36]2[CH:41]=[N:40][C:39]([NH:42][CH3:43])=[CH:38][CH:37]=2)=[CH:11]1. The yield is 0.0200. (4) The reactants are [CH2:1]([N:3]1[C:7]([C:8]([OH:10])=O)=[CH:6][C:5]([CH3:11])=[N:4]1)[CH3:2].S(Cl)(Cl)=O.[NH2:16][C:17]1[CH:18]=[C:19]([CH:32]=[CH:33][CH:34]=1)[C:20]([C:22]1[CH:23]=[C:24]2[C:28](=[CH:29][CH:30]=1)[NH:27][C:26](=[O:31])[CH2:25]2)=[O:21]. The catalyst is C1COCC1. The product is [O:31]=[C:26]1[CH2:25][C:24]2[C:28](=[CH:29][CH:30]=[C:22]([C:20]([C:19]3[CH:18]=[C:17]([NH:16][C:8]([C:7]4[N:3]([CH2:1][CH3:2])[N:4]=[C:5]([CH3:11])[CH:6]=4)=[O:10])[CH:34]=[CH:33][CH:32]=3)=[O:21])[CH:23]=2)[NH:27]1. The yield is 0.760. (5) The reactants are [O:1]1[CH2:6][CH2:5][CH:4]([C:7]([C:9]2[S:13][C:12]([NH2:14])=[N:11][C:10]=2[C:15]2[CH:19]=[CH:18][O:17][CH:16]=2)=[O:8])[CH2:3][CH2:2]1.Cl.[N:21]1[CH:26]=[CH:25][CH:24]=[C:23]([CH2:27][C:28](O)=[O:29])[CH:22]=1.CCN=C=NCCCN(C)C.Cl.O.ON1C2C=CC=CC=2N=N1.C(N(CC)CC)C.C(=O)([O-])O.[Na+]. The catalyst is CN(C=O)C. The product is [O:17]1[CH:18]=[CH:19][C:15]([C:10]2[N:11]=[C:12]([NH:14][C:28](=[O:29])[CH2:27][C:23]3[CH:22]=[N:21][CH:26]=[CH:25][CH:24]=3)[S:13][C:9]=2[C:7]([CH:4]2[CH2:5][CH2:6][O:1][CH2:2][CH2:3]2)=[O:8])=[CH:16]1. The yield is 0.520. (6) The reactants are Cl[C:2]1[CH:11]=[CH:10][C:9]2[C:4](=[CH:5][CH:6]=[C:7]([N+:12]([O-:14])=[O:13])[CH:8]=2)[N:3]=1.[NH2:15][C@H:16]1[C:24]2[C:19](=[CH:20][CH:21]=[CH:22][CH:23]=2)[CH2:18][CH2:17]1. No catalyst specified. The product is [N+:12]([C:7]1[CH:8]=[C:9]2[C:4](=[CH:5][CH:6]=1)[N:3]=[C:2]([NH:15][C@H:16]1[C:24]3[C:19](=[CH:20][CH:21]=[CH:22][CH:23]=3)[CH2:18][CH2:17]1)[CH:11]=[CH:10]2)([O-:14])=[O:13]. The yield is 0.470. (7) The reactants are Cl[C:2]1[C:11]([Cl:12])=[N:10][C:9]2[C:4](=[CH:5][CH:6]=[CH:7][CH:8]=2)[N:3]=1.[CH3:13][C:14]1[CH:15]=[C:16]([S:20]([NH2:23])(=[O:22])=[O:21])[CH:17]=[CH:18][CH:19]=1.C([O-])([O-])=O.[K+].[K+]. The catalyst is CC(N(C)C)=O. The product is [Cl:12][C:11]1[C:2]([NH:23][S:20]([C:16]2[CH:17]=[CH:18][CH:19]=[C:14]([CH3:13])[CH:15]=2)(=[O:21])=[O:22])=[N:3][C:4]2[C:9]([N:10]=1)=[CH:8][CH:7]=[CH:6][CH:5]=2. The yield is 0.650. (8) The reactants are [CH3:1][O:2][C:3]1[C:11]([O:12][CH3:13])=[CH:10][CH:9]=[CH:8][C:4]=1[C:5]([OH:7])=O.[CH2:14]([NH2:21])[CH2:15][CH2:16][CH2:17][CH2:18][CH2:19][CH3:20].Cl.C(N=C=NCCCN(C)C)C. The yield is 0.980. The product is [CH2:14]([NH:21][C:5](=[O:7])[C:4]1[CH:8]=[CH:9][CH:10]=[C:11]([O:12][CH3:13])[C:3]=1[O:2][CH3:1])[CH2:15][CH2:16][CH2:17][CH2:18][CH2:19][CH3:20]. The catalyst is C(Cl)Cl.CN(C1C=CN=CC=1)C. (9) The reactants are [N+:1]([C:4]1[CH:17]=[CH:16][C:7]([O:8][CH2:9][C:10]2[CH:15]=[CH:14][CH:13]=[CH:12][N:11]=2)=[C:6]([CH:18]=[CH2:19])[CH:5]=1)([O-])=O.[H][H]. The product is [CH2:18]([C:6]1[CH:5]=[C:4]([CH:17]=[CH:16][C:7]=1[O:8][CH2:9][C:10]1[CH:15]=[CH:14][CH:13]=[CH:12][N:11]=1)[NH2:1])[CH3:19]. The catalyst is C(O)C.O=[Pt]=O. The yield is 0.830.